The task is: Predict which catalyst facilitates the given reaction.. This data is from Catalyst prediction with 721,799 reactions and 888 catalyst types from USPTO. (1) Reactant: ClC(Cl)(O[C:5](=[O:11])OC(Cl)(Cl)Cl)Cl.[CH2:13]([N:15]1[C:19]2[N:20]=[C:21]([C:31]3[CH:37]=[CH:36][C:34]([NH2:35])=[CH:33][CH:32]=3)[N:22]=[C:23]([N:24]3[CH2:29][CH2:28][O:27][CH2:26][C@@H:25]3[CH3:30])[C:18]=2[N:17]=[N:16]1)[CH3:14].[NH2:38][C:39]1[CH:46]=[CH:45][C:42]([C:43]#[N:44])=[CH:41][CH:40]=1.CCN(CC)CC. Product: [C:43]([C:42]1[CH:45]=[CH:46][C:39]([NH:38][C:5]([NH:35][C:34]2[CH:36]=[CH:37][C:31]([C:21]3[N:22]=[C:23]([N:24]4[CH2:29][CH2:28][O:27][CH2:26][C@@H:25]4[CH3:30])[C:18]4[N:17]=[N:16][N:15]([CH2:13][CH3:14])[C:19]=4[N:20]=3)=[CH:32][CH:33]=2)=[O:11])=[CH:40][CH:41]=1)#[N:44]. The catalyst class is: 2. (2) Reactant: [Cl:1][C:2]1[CH:7]=[C:6]([Cl:8])[C:5]([N+:9]([O-:11])=[O:10])=[CH:4][C:3]=1[S:12]([CH3:14])=[O:13].ClC1C=C(C=CC=1)C(OO)=[O:20].C([O-])(O)=O.[Na+]. Product: [Cl:1][C:2]1[CH:7]=[C:6]([Cl:8])[C:5]([N+:9]([O-:11])=[O:10])=[CH:4][C:3]=1[S:12]([CH3:14])(=[O:20])=[O:13]. The catalyst class is: 4. (3) Reactant: [Cl:1][C:2]1[C:7]([N:8]=[CH:9][N:10]([CH3:12])[CH3:11])=[C:6]([Cl:13])[N:5]=[C:4]([N:14]=CN(C)C)[N:3]=1.Cl.CO.C(Cl)(Cl)Cl.[OH-].[NH4+]. Product: [NH2:14][C:4]1[N:3]=[C:2]([Cl:1])[C:7]([N:8]=[CH:9][N:10]([CH3:11])[CH3:12])=[C:6]([Cl:13])[N:5]=1. The catalyst class is: 8.